Task: Predict the reactants needed to synthesize the given product.. Dataset: Full USPTO retrosynthesis dataset with 1.9M reactions from patents (1976-2016) (1) Given the product [F:19][CH:18]([F:20])[O:17][C:12]1[C:11]([CH2:21][C:22]2[CH:23]=[N:24][CH:25]=[N:26][CH:27]=2)=[C:10]([O:28][CH:29]([F:31])[F:30])[C:9]2[C:14](=[CH:15][CH:16]=[C:7]([C:37]([C:36]3[CH:35]=[CH:34][C:33]([F:32])=[CH:49][CH:48]=3)([OH:38])[CH:39]3[CH2:40][CH2:41][N:42]([C:45](=[O:47])[CH3:46])[CH2:43][CH2:44]3)[CH:8]=2)[N:13]=1, predict the reactants needed to synthesize it. The reactants are: [Li]CCCC.Br[C:7]1[CH:8]=[C:9]2[C:14](=[CH:15][CH:16]=1)[N:13]=[C:12]([O:17][CH:18]([F:20])[F:19])[C:11]([CH2:21][C:22]1[CH:23]=[N:24][CH:25]=[N:26][CH:27]=1)=[C:10]2[O:28][CH:29]([F:31])[F:30].[F:32][C:33]1[CH:49]=[CH:48][C:36]([C:37]([CH:39]2[CH2:44][CH2:43][N:42]([C:45](=[O:47])[CH3:46])[CH2:41][CH2:40]2)=[O:38])=[CH:35][CH:34]=1. (2) Given the product [CH3:16][N:17]1[C:21]2[CH:22]=[CH:23][C:24]([CH:26]=[N:2][CH2:3][CH2:4][N:5]3[C:6](=[O:15])[C:7]4[C:12](=[CH:11][CH:10]=[CH:9][CH:8]=4)[C:13]3=[O:14])=[CH:25][C:20]=2[N:19]([CH3:28])[C:18]1=[O:29], predict the reactants needed to synthesize it. The reactants are: Cl.[NH2:2][CH2:3][CH2:4][N:5]1[C:13](=[O:14])[C:12]2[C:7](=[CH:8][CH:9]=[CH:10][CH:11]=2)[C:6]1=[O:15].[CH3:16][N:17]1[C:21]2[CH:22]=[CH:23][C:24]([CH:26]=O)=[CH:25][C:20]=2[N:19]([CH3:28])[C:18]1=[O:29].C(=O)([O-])[O-]. (3) Given the product [NH2:17][C:13]1[O:1][CH:2]=[C:3]([C:5]2[CH:10]=[CH:9][C:8]([O:11][CH3:12])=[CH:7][CH:6]=2)[C:14]=1[C:15]#[N:16], predict the reactants needed to synthesize it. The reactants are: [OH:1][CH2:2][C:3]([C:5]1[CH:10]=[CH:9][C:8]([O:11][CH3:12])=[CH:7][CH:6]=1)=O.[C:13](#[N:17])[CH2:14][C:15]#[N:16].C(NCC)C.O. (4) Given the product [Cl:15][C:12]1[CH:13]=[C:14]2[C:9](=[CH:10][C:11]=1[Cl:16])[NH:8][CH:7]=[C:6]2[CH2:5][CH2:4][NH2:1], predict the reactants needed to synthesize it. The reactants are: [N:1]([CH2:4][CH2:5][C:6]1[C:14]2[C:9](=[CH:10][C:11]([Cl:16])=[C:12]([Cl:15])[CH:13]=2)[NH:8][C:7]=1[Si](CC)(CC)CC)=[N+]=[N-].C1(P(C2C=CC=CC=2)C2C=CC=CC=2)C=CC=CC=1. (5) Given the product [Cl:31][C:32]1[CH:33]=[CH:34][C:35]([N:38]([C@H:42]2[C:51]3[C:46](=[CH:47][CH:48]=[CH:49][CH:50]=3)[N:45]([C:52](=[O:60])[C:53]3[CH:58]=[CH:57][C:56]([O:9][CH2:8][CH2:7][C:6]([N:1]4[CH:5]=[CH:4][N:3]=[CH:2]4)([CH3:11])[CH3:10])=[CH:55][CH:54]=3)[C@@H:44]([CH3:61])[CH2:43]2)[C:39](=[O:41])[CH3:40])=[CH:36][CH:37]=1, predict the reactants needed to synthesize it. The reactants are: [N:1]1([C:6]([CH3:11])([CH3:10])[CH2:7][CH2:8][OH:9])[CH:5]=[CH:4][N:3]=[CH:2]1.C1C=CC(P(C2C=CC=CC=2)C2C=CC=CC=2)=CC=1.[Cl:31][C:32]1[CH:37]=[CH:36][C:35]([N:38]([C@H:42]2[C:51]3[C:46](=[CH:47][CH:48]=[CH:49][CH:50]=3)[N:45]([C:52](=[O:60])[C:53]3[CH:58]=[CH:57][C:56](O)=[CH:55][CH:54]=3)[C@@H:44]([CH3:61])[CH2:43]2)[C:39](=[O:41])[CH3:40])=[CH:34][CH:33]=1.CCOC(/N=N/C(OCC)=O)=O.